The task is: Predict the reaction yield, written as a fraction of the theoretical maximum amount of product (1.0 means a 100% yield; for example, 0.34 means a 34% yield).. This data is from Reaction yield outcomes from USPTO patents with 853,638 reactions. (1) The reactants are [CH3:1][O:2][CH2:3][CH2:4][S:5](Cl)(=[O:7])=[O:6].[Cl:9][C:10]1[C:11]([CH2:20][O:21][C:22]2[CH:27]=[CH:26][C:25]([Cl:28])=[C:24]([F:29])[CH:23]=2)=[CH:12][C:13]2[O:17][N:16]=[C:15]([NH2:18])[C:14]=2[CH:19]=1.C(N(CC)CC)C. The catalyst is C(Cl)Cl. The product is [Cl:9][C:10]1[C:11]([CH2:20][O:21][C:22]2[CH:27]=[CH:26][C:25]([Cl:28])=[C:24]([F:29])[CH:23]=2)=[CH:12][C:13]2[O:17][N:16]=[C:15]([NH:18][S:5]([CH2:4][CH2:3][O:2][CH3:1])(=[O:7])=[O:6])[C:14]=2[CH:19]=1. The yield is 0.200. (2) The reactants are C1(P(C2C=CC=CC=2)C2C=CC=CC=2)C=CC=CC=1.CC(OC(/N=N/C(OC(C)C)=O)=O)C.[C:34]([O:38][C:39]([N:41]1[CH2:45][CH2:44][CH:43](O)[CH2:42]1)=[O:40])([CH3:37])([CH3:36])[CH3:35].[C:47]([OH:50])(=[S:49])[CH3:48]. The catalyst is C1COCC1. The product is [C:34]([O:38][C:39]([N:41]1[CH2:45][CH2:44][CH:43]([S:49][C:47](=[O:50])[CH3:48])[CH2:42]1)=[O:40])([CH3:37])([CH3:36])[CH3:35]. The yield is 1.00. (3) The reactants are [O:1]([C:8]1[CH:9]=[C:10]([CH:12]=[CH:13][CH:14]=1)[NH2:11])[C:2]1[CH:7]=[CH:6][CH:5]=[CH:4][CH:3]=1.[OH:15][C:16]1[CH:17]=[C:18]([CH:21]=[CH:22][CH:23]=1)[CH:19]=O.C(O)(=O)C.[BH-](OC(C)=O)(OC(C)=O)OC(C)=O.[Na+].Cl.[OH-].[Na+]. The catalyst is ClCCCl. The product is [O:1]([C:8]1[CH:9]=[C:10]([NH:11][CH2:19][C:18]2[CH:21]=[CH:22][CH:23]=[C:16]([OH:15])[CH:17]=2)[CH:12]=[CH:13][CH:14]=1)[C:2]1[CH:3]=[CH:4][CH:5]=[CH:6][CH:7]=1. The yield is 0.690. (4) The reactants are [C:1]1([N:7]2[C:12](=[O:13])[N:11]([CH3:14])[C:10](=[O:15])C(C#N)=[N:8]2)[CH:6]=[CH:5][CH:4]=[CH:3][CH:2]=1.Cl.[C:19]([OH:22])(=[O:21])[CH3:20]. No catalyst specified. The product is [C:1]1([N:7]2[C:12](=[O:13])[N:11]([CH3:14])[C:10](=[O:15])[C:20]([C:19]([OH:22])=[O:21])=[N:8]2)[CH:2]=[CH:3][CH:4]=[CH:5][CH:6]=1. The yield is 0.457. (5) The reactants are [CH3:1][O:2][C:3]1[CH:4]=[C:5]([O:14][CH3:15])[C:6]2[O:10][C:9]([CH2:11][OH:12])=[CH:8][C:7]=2[CH:13]=1.Cl[C:17]([O:19][C:20]1[CH:25]=[CH:24][C:23]([N+:26]([O-:28])=[O:27])=[CH:22][CH:21]=1)=[O:18]. The catalyst is C1COCC1. The product is [C:17](=[O:18])([O:19][C:20]1[CH:21]=[CH:22][C:23]([N+:26]([O-:28])=[O:27])=[CH:24][CH:25]=1)[O:12][CH2:11][C:9]1[O:10][C:6]2[C:5]([O:14][CH3:15])=[CH:4][C:3]([O:2][CH3:1])=[CH:13][C:7]=2[CH:8]=1. The yield is 0.670.